From a dataset of Forward reaction prediction with 1.9M reactions from USPTO patents (1976-2016). Predict the product of the given reaction. Given the reactants [N:1]1[CH:6]=[CH:5][C:4]([C:7]2[N:11]([C:12]3[CH:29]=[CH:28][C:15]([O:16][CH2:17][C:18]4[CH:27]=[CH:26][C:25]5[C:20](=[CH:21][CH:22]=[CH:23][CH:24]=5)[N:19]=4)=[CH:14][CH:13]=3)[N:10]=[CH:9][CH:8]=2)=[CH:3][CH:2]=1.[CH3:30]OC(N(C)C)(OC)C, predict the reaction product. The product is: [CH3:30][C:9]1[CH:8]=[C:7]([C:4]2[CH:3]=[CH:2][N:1]=[CH:6][CH:5]=2)[N:11]([C:12]2[CH:13]=[CH:14][C:15]([O:16][CH2:17][C:18]3[CH:27]=[CH:26][C:25]4[C:20](=[CH:21][CH:22]=[CH:23][CH:24]=4)[N:19]=3)=[CH:28][CH:29]=2)[N:10]=1.